Dataset: Full USPTO retrosynthesis dataset with 1.9M reactions from patents (1976-2016). Task: Predict the reactants needed to synthesize the given product. (1) The reactants are: [CH3:1][O:2][C:3](=[O:24])[C@@H:4]([CH3:23])[NH:5][S:6]([C:9]1[CH:14]=[CH:13][C:12]([S:15][C:16]2[CH:21]=[CH:20][C:19]([CH3:22])=[CH:18][CH:17]=2)=[CH:11][CH:10]=1)(=[O:8])=[O:7].Cl.Cl[CH2:27][CH2:28][N:29]1[CH2:34][CH2:33][O:32][CH2:31][CH2:30]1.C(=O)([O-])[O-].[K+].[K+].O. Given the product [N:29]1([CH2:28][CH2:27][N:5]([S:6]([C:9]2[CH:10]=[CH:11][C:12]([S:15][C:16]3[CH:21]=[CH:20][C:19]([CH3:22])=[CH:18][CH:17]=3)=[CH:13][CH:14]=2)(=[O:8])=[O:7])[C@@H:4]([C:3]([O:2][CH3:1])=[O:24])[CH3:23])[CH2:34][CH2:33][O:32][CH2:31][CH2:30]1, predict the reactants needed to synthesize it. (2) Given the product [Br:11][C:12]1[CH:20]=[CH:19][C:15]([CH:16]=[N:17][OH:18])=[CH:14][C:13]=1[F:21], predict the reactants needed to synthesize it. The reactants are: BrC1C=CC(C=O)=CC=1F.[Br:11][C:12]1[CH:20]=[CH:19][C:15]([CH:16]=[N:17][OH:18])=[CH:14][C:13]=1[F:21].Cl.NO.C(=O)([O-])[O-].[Na+].[Na+]. (3) Given the product [CH2:1]([O:3][C:4]([C:6]1[CH:11]=[CH:10][CH:9]=[C:8]([C:12]2[CH2:16][CH2:15][CH2:14][C:13]=2[C:17]2[CH:22]=[C:21]([CH3:23])[CH:20]=[CH:19][C:18]=2[O:24][C:25](=[O:35])[CH3:26])[N:7]=1)=[O:5])[CH3:2], predict the reactants needed to synthesize it. The reactants are: [CH2:1]([O:3][C:4]([C:6]1[CH:11]=[CH:10][CH:9]=[C:8]([C:12]2[CH2:16][CH2:15][CH2:14][C:13]=2[C:17]2[CH:22]=[C:21]([CH3:23])[CH:20]=[CH:19][C:18]=2[O:24][CH2:25][C:26]2C=CC=CC=2)[N:7]=1)=[O:5])[CH3:2].O.C([O:35]CC)C.C(=O)([O-])[O-].[K+].[K+]. (4) Given the product [F:23][C:22]([F:25])([F:24])[C:17]1[CH:18]=[CH:19][CH:20]=[CH:21][C:16]=1[C:14]([N:11]1[CH2:10][CH2:9][N:8]([C:5]2[N:6]=[N:7][C:2]([NH:1][S:36]([CH2:33][CH2:34][CH3:35])(=[O:38])=[O:37])=[CH:3][CH:4]=2)[CH2:13][CH2:12]1)=[O:15], predict the reactants needed to synthesize it. The reactants are: [NH2:1][C:2]1[N:7]=[N:6][C:5]([N:8]2[CH2:13][CH2:12][N:11]([C:14]([C:16]3[CH:21]=[CH:20][CH:19]=[CH:18][C:17]=3[C:22]([F:25])([F:24])[F:23])=[O:15])[CH2:10][CH2:9]2)=[CH:4][CH:3]=1.C(N(CC)CC)C.[CH2:33]([S:36](Cl)(=[O:38])=[O:37])[CH2:34][CH3:35].Cl. (5) Given the product [Cl:1][C:2]1[N:3]=[C:4]([N:12]2[CH2:17][CH2:16][O:15][CH2:14][CH2:13]2)[C:5]2[S:10][C:9]([NH:20][CH2:21][CH2:22][OH:18])=[CH:8][C:6]=2[N:7]=1, predict the reactants needed to synthesize it. The reactants are: [Cl:1][C:2]1[N:3]=[C:4]([N:12]2[CH2:17][CH2:16][O:15][CH2:14][CH2:13]2)[C:5]2[S:10][C:9](I)=[CH:8][C:6]=2[N:7]=1.[O:18]1[CH2:22][CH2:21][NH:20]C1=O.[O-]P([O-])([O-])=O.[K+].[K+].[K+].